Dataset: Peptide-MHC class I binding affinity with 185,985 pairs from IEDB/IMGT. Task: Regression. Given a peptide amino acid sequence and an MHC pseudo amino acid sequence, predict their binding affinity value. This is MHC class I binding data. (1) The peptide sequence is IPQALASWWTSL. The MHC is H-2-Ld with pseudo-sequence H-2-Ld. The binding affinity (normalized) is 0.695. (2) The peptide sequence is YLVAYQKTV. The MHC is HLA-A68:02 with pseudo-sequence HLA-A68:02. The binding affinity (normalized) is 0.368. (3) The peptide sequence is ATSGYRIAY. The MHC is HLA-B58:01 with pseudo-sequence HLA-B58:01. The binding affinity (normalized) is 0.315.